This data is from Full USPTO retrosynthesis dataset with 1.9M reactions from patents (1976-2016). The task is: Predict the reactants needed to synthesize the given product. (1) Given the product [BrH:1].[BrH:1].[BrH:1].[CH3:15][C:4]1[C:3]([CH2:2][NH:29][C:30]([SH:31])=[NH:32])=[C:8]([CH3:9])[C:7]([CH2:10][NH:29][C:30]([SH:31])=[NH:32])=[C:6]([CH3:12])[C:5]=1[CH2:13][NH:32][C:30]([SH:31])=[NH:29], predict the reactants needed to synthesize it. The reactants are: [Br:1][CH2:2][C:3]1[C:8]([CH3:9])=[C:7]([CH2:10]Br)[C:6]([CH3:12])=[C:5]([CH2:13]Br)[C:4]=1[CH3:15].ClCC1C(C)=C(CCl)C(C)=CC=1C.[NH2:29][C:30]([NH2:32])=[S:31]. (2) Given the product [CH3:59][O:58][C:52]1[CH:53]=[C:54]([O:56][CH3:57])[CH:55]=[C:11]([O:10][CH3:9])[C:12]=1/[CH:13]=[CH:14]/[CH:15]([S:25]([CH:28](/[CH:38]=[CH:39]/[C:40]1[C:41]([O:50][CH3:51])=[CH:42][C:43]([O:48][CH3:49])=[CH:44][C:45]=1[O:46][CH3:47])[C:29]1[CH:34]=[CH:33][C:32]([O:35][CH3:36])=[C:31]([NH:37][CH2:6][CH2:5][CH2:4][C:3]([OH:8])=[O:2])[CH:30]=1)(=[O:27])=[O:26])[C:16]1[CH:21]=[CH:20][C:19]([O:22][CH3:23])=[C:18]([NH:24][CH2:6][CH2:5][CH2:4][C:3]([OH:2])=[O:8])[CH:17]=1, predict the reactants needed to synthesize it. The reactants are: C[O:2][C:3](=[O:8])[CH2:4][CH2:5][CH2:6]Br.[CH3:9][O:10][C:11]1[CH:55]=[C:54]([O:56][CH3:57])[CH:53]=[C:52]([O:58][CH3:59])[C:12]=1/[CH:13]=[CH:14]/[CH:15]([S:25]([CH:28](/[CH:38]=[CH:39]/[C:40]1[C:45]([O:46][CH3:47])=[CH:44][C:43]([O:48][CH3:49])=[CH:42][C:41]=1[O:50][CH3:51])[C:29]1[CH:34]=[CH:33][C:32]([O:35][CH3:36])=[C:31]([NH2:37])[CH:30]=1)(=[O:27])=[O:26])[C:16]1[CH:21]=[CH:20][C:19]([O:22][CH3:23])=[C:18]([NH2:24])[CH:17]=1.